This data is from Forward reaction prediction with 1.9M reactions from USPTO patents (1976-2016). The task is: Predict the product of the given reaction. (1) Given the reactants [Cl:1][C:2]1[CH:7]=[CH:6][C:5]([OH:8])=[CH:4][C:3]=1[N+:9]([O-:11])=[O:10].Cl[CH2:13][CH2:14][CH:15]1[CH2:20][CH2:19][NH:18][CH2:17][CH2:16]1.C([O-])([O-])=O.[Cs+].[Cs+], predict the reaction product. The product is: [Cl:1][C:2]1[CH:7]=[CH:6][C:5]([O:8][CH2:13][CH2:14][CH:15]2[CH2:20][CH2:19][NH:18][CH2:17][CH2:16]2)=[CH:4][C:3]=1[N+:9]([O-:11])=[O:10]. (2) Given the reactants [F:1][C:2]1[CH:3]=[C:4]([CH:6]=[CH:7][C:8]=1[O:9][C:10]1[CH:15]=[CH:14][N:13]=[C:12]2[N:16]([CH2:27][C:28]3[CH:33]=[CH:32][C:31]([O:34][CH3:35])=[CH:30][CH:29]=3)[N:17]=[C:18]([O:19][CH:20]3[CH2:25][CH2:24][N:23]([CH3:26])[CH2:22][CH2:21]3)[C:11]=12)[NH2:5].[F:36][C:37]1[CH:42]=[CH:41][C:40]([CH:43]2[CH:48]=[CH:47][NH:46][N:45]([C:49](O)=[O:50])[C:44]2=[O:52])=[CH:39][CH:38]=1, predict the reaction product. The product is: [F:1][C:2]1[CH:3]=[C:4]([NH:5][C:49]([N:45]2[C:44](=[O:52])[CH:43]([C:40]3[CH:41]=[CH:42][C:37]([F:36])=[CH:38][CH:39]=3)[CH:48]=[CH:47][NH:46]2)=[O:50])[CH:6]=[CH:7][C:8]=1[O:9][C:10]1[CH:15]=[CH:14][N:13]=[C:12]2[N:16]([CH2:27][C:28]3[CH:29]=[CH:30][C:31]([O:34][CH3:35])=[CH:32][CH:33]=3)[N:17]=[C:18]([O:19][CH:20]3[CH2:25][CH2:24][N:23]([CH3:26])[CH2:22][CH2:21]3)[C:11]=12. (3) The product is: [NH2:36][C:37]1([C:41]2[CH:42]=[CH:43][C:44]([C:47]3[C:56](=[O:57])[C:55]4[C:50](=[C:51]([C:58]#[CH:59])[CH:52]=[CH:53][CH:54]=4)[O:49][C:48]=3[C:60]3[CH:61]=[CH:62][CH:63]=[CH:64][CH:65]=3)=[CH:45][CH:46]=2)[CH2:40][CH2:39][CH2:38]1. Given the reactants NC1(C2C=CC(C3C(=O)C4C(=CC=C(F)C=4)OC=3C3C=CC=CC=3)=CC=2)CCC1.C(OC(=O)[NH:36][C:37]1([C:41]2[CH:46]=[CH:45][C:44]([C:47]3[C:56](=[O:57])[C:55]4[C:50](=[C:51]([C:58]#[CH:59])[CH:52]=[CH:53][CH:54]=4)[O:49][C:48]=3[C:60]3[CH:65]=[CH:64][CH:63]=[CH:62][CH:61]=3)=[CH:43][CH:42]=2)[CH2:40][CH2:39][CH2:38]1)(C)(C)C.C(O)(C(F)(F)F)=O.N, predict the reaction product. (4) The product is: [F:55][C:27]1[CH:28]=[C:29]([O:30][C:31]2[CH:36]=[CH:35][N:34]=[C:33]([NH:37][C:38]([N:40]3[CH2:45][CH2:44][CH:43]([N:46]4[CH2:47][CH2:48][N:49]([CH3:52])[CH2:50][CH2:51]4)[CH2:42][CH2:41]3)=[O:39])[CH:32]=2)[CH:53]=[CH:54][C:26]=1[NH:25][C:69]([C:66]1([C:64]([NH:63][C:60]2[CH:61]=[CH:62][C:57]([F:56])=[CH:58][CH:59]=2)=[O:65])[CH2:68][CH2:67]1)=[O:70]. Given the reactants F[P-](F)(F)(F)(F)F.N1(OC(N(C)C)=[N+](C)C)C2N=CC=CC=2N=N1.[NH2:25][C:26]1[CH:54]=[CH:53][C:29]([O:30][C:31]2[CH:36]=[CH:35][N:34]=[C:33]([NH:37][C:38]([N:40]3[CH2:45][CH2:44][CH:43]([N:46]4[CH2:51][CH2:50][N:49]([CH3:52])[CH2:48][CH2:47]4)[CH2:42][CH2:41]3)=[O:39])[CH:32]=2)=[CH:28][C:27]=1[F:55].[F:56][C:57]1[CH:62]=[CH:61][C:60]([NH:63][C:64]([C:66]2([C:69](O)=[O:70])[CH2:68][CH2:67]2)=[O:65])=[CH:59][CH:58]=1.[OH-].[Na+], predict the reaction product. (5) Given the reactants Br[C:2]1[CH:8]=[C:7]([CH2:9][CH3:10])[C:5](N)=[C:4]([CH2:11][CH3:12])[CH:3]=1.Cl.N([O-])=O.[Na+].[OH:18][PH2]=O.[CH3:21][CH2:22][OH:23], predict the reaction product. The product is: [CH2:11]([C:4]1[CH:3]=[C:2]([CH2:21][C:22]([OH:18])=[O:23])[CH:8]=[C:7]([CH2:9][CH3:10])[CH:5]=1)[CH3:12]. (6) Given the reactants [C:1]([O:4][C@@H:5]1[C@@H:19]([O:20][C:21](=[O:23])[CH3:22])[C@H:18]([O:24][C:25](=[O:27])[CH3:26])[CH2:17][S:16][C@H:6]1[O:7][C:8]1[C:9](Cl)=[N:10][CH:11]=[CH:12][C:13]=1[CH3:14])(=[O:3])[CH3:2].[N:28]1[CH:33]=[CH:32][CH:31]=[C:30](B(O)O)[CH:29]=1, predict the reaction product. The product is: [C:1]([O:4][C@@H:5]1[C@@H:19]([O:20][C:21](=[O:23])[CH3:22])[C@H:18]([O:24][C:25](=[O:27])[CH3:26])[CH2:17][S:16][C@H:6]1[O:7][C:8]1[C:9]([C:30]2[CH:29]=[N:28][CH:33]=[CH:32][CH:31]=2)=[N:10][CH:11]=[CH:12][C:13]=1[CH3:14])(=[O:3])[CH3:2]. (7) Given the reactants [CH3:1][C:2]1[CH:3]=[C:4]([C:19]2[CH:20]=[CH:21][C:22]([C:25]#[N:26])=[N:23][CH:24]=2)[CH:5]=[C:6]([NH:8][C:9]2[N:14]=[C:13]([C:15]([F:18])([F:17])[F:16])[CH:12]=[CH:11][N:10]=2)[CH:7]=1.[OH:27]O.[OH-].[Na+], predict the reaction product. The product is: [CH3:1][C:2]1[CH:3]=[C:4]([C:19]2[CH:20]=[CH:21][C:22]([C:25]([NH2:26])=[O:27])=[N:23][CH:24]=2)[CH:5]=[C:6]([NH:8][C:9]2[N:14]=[C:13]([C:15]([F:18])([F:17])[F:16])[CH:12]=[CH:11][N:10]=2)[CH:7]=1.